From a dataset of Full USPTO retrosynthesis dataset with 1.9M reactions from patents (1976-2016). Predict the reactants needed to synthesize the given product. (1) Given the product [CH2:50]([O:49][C:47]([N:8]1[CH2:7][CH2:6][C:5]2[C:10](=[CH:11][C:12]([O:13][CH3:14])=[C:3]([O:2][CH3:1])[CH:4]=2)[C:9]21[CH2:19][CH2:18][C:17]([C:20]([O:22][CH2:23][CH3:24])=[O:21])([C:25]([O:27][CH2:28][CH3:29])=[O:26])[CH2:16][CH:15]2[CH:30]1[C:39]2[C:34](=[CH:35][C:36]([O:42][CH3:43])=[C:37]([O:40][CH3:41])[CH:38]=2)[CH2:33][CH2:32][N:31]1[CH2:44][CH3:45])=[O:48])[C:51]1[CH:56]=[CH:55][CH:54]=[CH:53][CH:52]=1, predict the reactants needed to synthesize it. The reactants are: [CH3:1][O:2][C:3]1[CH:4]=[C:5]2[C:10](=[CH:11][C:12]=1[O:13][CH3:14])[C:9]1([CH2:19][CH2:18][C:17]([C:25]([O:27][CH2:28][CH3:29])=[O:26])([C:20]([O:22][CH2:23][CH3:24])=[O:21])[CH2:16][CH:15]1[CH:30]1[C:39]3[C:34](=[CH:35][C:36]([O:42][CH3:43])=[C:37]([O:40][CH3:41])[CH:38]=3)[CH2:33][CH2:32][N:31]1[CH2:44][CH3:45])[NH:8][CH2:7][CH2:6]2.Cl[C:47]([O:49][CH2:50][C:51]1[CH:56]=[CH:55][CH:54]=[CH:53][CH:52]=1)=[O:48]. (2) Given the product [CH3:24][N:25]([CH3:31])[C@H:26]1[CH2:30][CH2:29][N:28]([C:2]2[N:7]3[N:8]=[CH:9][CH:10]=[C:6]3[N:5]=[C:4]([NH:11][C:12](=[O:23])[C:13]3[CH:18]=[CH:17][C:16]([C:19]([OH:22])([CH3:21])[CH3:20])=[CH:15][CH:14]=3)[CH:3]=2)[CH2:27]1, predict the reactants needed to synthesize it. The reactants are: Cl[C:2]1[N:7]2[N:8]=[CH:9][CH:10]=[C:6]2[N:5]=[C:4]([NH:11][C:12](=[O:23])[C:13]2[CH:18]=[CH:17][C:16]([C:19]([OH:22])([CH3:21])[CH3:20])=[CH:15][CH:14]=2)[CH:3]=1.[CH3:24][N:25]([CH3:31])[C@H:26]1[CH2:30][CH2:29][NH:28][CH2:27]1. (3) The reactants are: [CH3:1][NH:2][CH:3]1[CH2:8][CH2:7][O:6][CH2:5][CH2:4]1.[N:9]1[S:10][N:11]=[C:12]2[CH:17]=[C:16]([C:18](O)=[O:19])[CH:15]=[CH:14][C:13]=12.C1C=CC2N(O)N=NC=2C=1.CCN=C=NCCCN(C)C. Given the product [CH3:1][N:2]([CH:3]1[CH2:8][CH2:7][O:6][CH2:5][CH2:4]1)[C:18]([C:16]1[CH:15]=[CH:14][C:13]2=[N:9][S:10][N:11]=[C:12]2[CH:17]=1)=[O:19], predict the reactants needed to synthesize it. (4) Given the product [OH:39][B:38]1[C@@H:21]([NH:20][C:19](=[O:51])[CH2:18][C:12]2[CH:13]=[C:14]3[C:15]([CH2:16][CH2:17][NH:8][CH2:9]3)=[CH:10][CH:11]=2)[CH2:22][C:23]2[CH:28]=[CH:27][CH:26]=[C:25]([C:29]([OH:31])=[O:30])[C:24]=2[O:46]1, predict the reactants needed to synthesize it. The reactants are: C(OC([N:8]1[CH2:17][CH2:16][C:15]2[C:10](=[CH:11][C:12]([CH2:18][C:19](=[O:51])[NH:20][CH:21]([B:38]3[O:46]C4C(C)(C5CC(C4)C5(C)C)[O:39]3)[CH2:22][C:23]3[CH:28]=[CH:27][CH:26]=[C:25]([C:29]([O:31]C(C)(C)C)=[O:30])[C:24]=3OC)=[CH:13][CH:14]=2)[CH2:9]1)=O)(C)(C)C.Cl. (5) Given the product [Cl:1][C:2]1[CH:3]=[C:4]2[C:9](=[CH:10][CH:11]=1)[N:8]([C:12]([C@H:14]([NH:26][C:27]([N:29]1[CH2:35][CH2:34][CH2:33][NH:32][CH2:31][CH2:30]1)=[O:28])[C@H:15]([C:17]1[C:25]3[C:20](=[CH:21][CH:22]=[CH:23][CH:24]=3)[NH:19][CH:18]=1)[CH3:16])=[O:13])[CH2:7][C@@H:6]([CH2:42][N:43]([CH3:45])[CH3:44])[CH2:5]2, predict the reactants needed to synthesize it. The reactants are: [Cl:1][C:2]1[CH:3]=[C:4]2[C:9](=[CH:10][CH:11]=1)[N:8]([C:12]([C@H:14]([NH:26][C:27]([N:29]1[CH2:35][CH2:34][CH2:33][N:32](C(=O)C(F)(F)F)[CH2:31][CH2:30]1)=[O:28])[C@H:15]([C:17]1[C:25]3[C:20](=[CH:21][CH:22]=[CH:23][CH:24]=3)[NH:19][CH:18]=1)[CH3:16])=[O:13])[CH2:7][C@@H:6]([CH2:42][N:43]([CH3:45])[CH3:44])[CH2:5]2.C(=O)([O-])[O-].[K+].[K+].O.